From a dataset of Full USPTO retrosynthesis dataset with 1.9M reactions from patents (1976-2016). Predict the reactants needed to synthesize the given product. (1) Given the product [Cl:9][C:10]1[C:11]([OH:21])=[C:12]([S:17]([N:2]2[CH2:6][CH2:5][CH2:4][C@H:3]2[C:7]#[N:8])(=[O:19])=[O:18])[CH:13]=[C:14]([Cl:16])[CH:15]=1, predict the reactants needed to synthesize it. The reactants are: Cl.[NH:2]1[CH2:6][CH2:5][CH2:4][C@H:3]1[C:7]#[N:8].[Cl:9][C:10]1[C:11]([OH:21])=[C:12]([S:17](Cl)(=[O:19])=[O:18])[CH:13]=[C:14]([Cl:16])[CH:15]=1. (2) Given the product [NH2:1][C:2]1[C:7]2=[C:8]([C:17]3[CH:18]=[C:19]([CH:30]=[CH:31][CH:32]=3)[C:20]([NH:22][CH2:23][C:24]3[CH:25]=[CH:26][CH:27]=[CH:28][CH:29]=3)=[O:21])[CH:9]=[C:10]([CH:11]3[CH2:16][CH2:15][N:14]([C:36](=[O:37])[CH2:35][N:34]([CH3:39])[CH3:33])[CH2:13][CH2:12]3)[N:6]2[N:5]=[CH:4][N:3]=1, predict the reactants needed to synthesize it. The reactants are: [NH2:1][C:2]1[C:7]2=[C:8]([C:17]3[CH:18]=[C:19]([CH:30]=[CH:31][CH:32]=3)[C:20]([NH:22][CH2:23][C:24]3[CH:29]=[CH:28][CH:27]=[CH:26][CH:25]=3)=[O:21])[CH:9]=[C:10]([CH:11]3[CH2:16][CH2:15][NH:14][CH2:13][CH2:12]3)[N:6]2[N:5]=[CH:4][N:3]=1.[CH3:33][N:34]([CH3:39])[CH2:35][C:36](O)=[O:37]. (3) Given the product [Br:1][C:2]1[C:11]2[C:6](=[CH:7][C:8]([Br:12])=[CH:9][CH:10]=2)[CH:5]=[CH:4][C:3]=1[O:13][CH2:14][CH2:15][N:16]1[C:20]([NH:21][C:28](=[O:30])[CH3:29])=[CH:19][C:18]([C:22]2[CH:27]=[CH:26][CH:25]=[CH:24][CH:23]=2)=[N:17]1, predict the reactants needed to synthesize it. The reactants are: [Br:1][C:2]1[C:11]2[C:6](=[CH:7][C:8]([Br:12])=[CH:9][CH:10]=2)[CH:5]=[CH:4][C:3]=1[O:13][CH2:14][CH2:15][N:16]1[C:20]([NH2:21])=[CH:19][C:18]([C:22]2[CH:27]=[CH:26][CH:25]=[CH:24][CH:23]=2)=[N:17]1.[C:28](Cl)(=[O:30])[CH3:29].C(N(CC)CC)C.[NH4+].[Cl-]. (4) Given the product [Cl:1][C:2]1[CH:7]=[CH:6][C:5]([C:8]2([C:13]3[N:17]4[CH2:18][CH2:19][CH2:20][CH2:21][CH2:22][CH2:23][C:16]4=[N:15][N:14]=3)[CH2:11][C:10](=[CH2:24])[CH2:9]2)=[CH:4][CH:3]=1, predict the reactants needed to synthesize it. The reactants are: [Cl:1][C:2]1[CH:7]=[CH:6][C:5]([C:8]2([C:13]3[N:17]4[CH2:18][CH2:19][CH2:20][CH2:21][CH2:22][CH2:23][C:16]4=[N:15][N:14]=3)[CH2:11][C:10](=O)[CH2:9]2)=[CH:4][CH:3]=1.[CH3:24][Si]([N-][Si](C)(C)C)(C)C.[K+].C(=O)(O)[O-].[Na+]. (5) The reactants are: [O:1]1[C:9]2[C:4](=[N:5][CH:6]=[CH:7][CH:8]=2)[CH:3]=[CH:2]1.C1C=C(Cl)C=C(C(OO)=[O:18])C=1. Given the product [O:1]1[C:9]2[C:4](=[N+:5]([O-:18])[CH:6]=[CH:7][CH:8]=2)[CH:3]=[CH:2]1, predict the reactants needed to synthesize it.